This data is from Forward reaction prediction with 1.9M reactions from USPTO patents (1976-2016). The task is: Predict the product of the given reaction. (1) The product is: [CH2:20]([O:24][C:25]1[CH:26]=[CH:27][C:28]([NH:29][C:17](=[O:19])[CH2:16][C:12]2([OH:15])[CH2:11][CH2:10][N:9]([CH2:2][C:3]3[CH:4]=[CH:5][CH:6]=[CH:7][CH:8]=3)[CH2:14][CH2:13]2)=[CH:30][CH:31]=1)[CH2:21][CH2:22][CH3:23]. Given the reactants [Li+].[CH2:2]([N:9]1[CH2:14][CH2:13][C:12]([CH2:16][C:17]([O-:19])=O)([OH:15])[CH2:11][CH2:10]1)[C:3]1[CH:8]=[CH:7][CH:6]=[CH:5][CH:4]=1.[CH2:20]([O:24][C:25]1[CH:31]=[CH:30][C:28]([NH2:29])=[CH:27][CH:26]=1)[CH2:21][CH2:22][CH3:23].P(Cl)(Cl)(Cl)=O.C(=O)(O)[O-].[Na+], predict the reaction product. (2) Given the reactants Cl[C:2]1[CH:3]=[C:4]([CH:8]2[CH2:21][C:16]3([O:20][CH2:19][CH2:18][O:17]3)[C:15]3[C:10](=[CH:11][CH:12]=[C:13]([CH2:22][CH2:23][C:24]([O:26][CH2:27][CH3:28])=[O:25])[CH:14]=3)[O:9]2)[CH:5]=[CH:6][CH:7]=1.[CH3:29][C:30]1[CH:35]=[CH:34][CH:33]=[C:32]([CH3:36])[C:31]=1B(O)O.C(=O)([O-])[O-].[K+].[K+], predict the reaction product. The product is: [CH3:29][C:30]1[CH:35]=[CH:34][CH:33]=[C:32]([CH3:36])[C:31]=1[C:2]1[CH:7]=[CH:6][CH:5]=[C:4]([CH:8]2[CH2:21][C:16]3([O:17][CH2:18][CH2:19][O:20]3)[C:15]3[C:10](=[CH:11][CH:12]=[C:13]([CH2:22][CH2:23][C:24]([O:26][CH2:27][CH3:28])=[O:25])[CH:14]=3)[O:9]2)[CH:3]=1. (3) Given the reactants [CH3:1][CH:2]1[CH2:8][C:7]2[CH:9]=[C:10]3[O:15][CH2:14][O:13][C:11]3=[CH:12][C:6]=2[C:5]([C:16]2[CH:21]=[CH:20][C:19]([N+:22]([O-:24])=[O:23])=[CH:18][CH:17]=2)=[N:4][N:3]1[C:25](=[S:27])[NH2:26].[CH2:28](OC(OCC)CBr)[CH3:29].CN(C)C=O, predict the reaction product. The product is: [CH3:1][CH:2]1[CH2:8][C:7]2[CH:9]=[C:10]3[O:15][CH2:14][O:13][C:11]3=[CH:12][C:6]=2[C:5]([C:16]2[CH:17]=[CH:18][C:19]([N+:22]([O-:24])=[O:23])=[CH:20][CH:21]=2)=[N:4][N:3]1[C:25]1[S:27][CH:28]=[CH:29][N:26]=1. (4) Given the reactants Br[CH2:2][C:3]1[CH:4]=[C:5]([CH:8]=[CH:9][CH:10]=1)[C:6]#[N:7].[F:11][C:12]1[CH:17]=[CH:16][C:15]([C:18]([N:20]2[CH2:25][CH2:24][N:23]3[N:26]=[C:27]([OH:29])[CH:28]=[C:22]3[CH2:21]2)=[O:19])=[CH:14][CH:13]=1.C([O-])([O-])=O.[Cs+].[Cs+], predict the reaction product. The product is: [F:11][C:12]1[CH:17]=[CH:16][C:15]([C:18]([N:20]2[CH2:25][CH2:24][N:23]3[N:26]=[C:27]([O:29][CH2:2][C:3]4[CH:4]=[C:5]([CH:8]=[CH:9][CH:10]=4)[C:6]#[N:7])[CH:28]=[C:22]3[CH2:21]2)=[O:19])=[CH:14][CH:13]=1. (5) Given the reactants [Si:1]([O:8][CH2:9][C:10]#[C:11][C:12]([C:14]1[CH:19]=[CH:18][CH:17]=[CH:16][CH:15]=1)=O)([C:4]([CH3:7])([CH3:6])[CH3:5])([CH3:3])[CH3:2].[C:20]([O:24][CH3:25])(=[O:23])[CH2:21][SH:22].S([O-])([O-])(=O)=O.[Mg+2].C(=O)([O-])[O-].[Cs+].[Cs+], predict the reaction product. The product is: [Si:1]([O:8][CH2:9][C:10]1[S:22][C:21]([C:20]([O:24][CH3:25])=[O:23])=[C:12]([C:14]2[CH:19]=[CH:18][CH:17]=[CH:16][CH:15]=2)[CH:11]=1)([C:4]([CH3:7])([CH3:6])[CH3:5])([CH3:3])[CH3:2]. (6) The product is: [C:1]([O:5][C:6](=[O:20])[NH:7][C@H:8]([CH2:12][CH2:13][C:14]1[CH:19]=[CH:18][CH:17]=[CH:16][CH:15]=1)[CH:9]([OH:11])[CH3:10])([CH3:2])([CH3:3])[CH3:4]. Given the reactants [C:1]([O:5][C:6](=[O:20])[NH:7][C@H:8]([CH2:12][CH2:13][C:14]1[CH:19]=[CH:18][CH:17]=[CH:16][CH:15]=1)[C:9](=[O:11])[CH3:10])([CH3:4])([CH3:3])[CH3:2].[BH4-].[Na+], predict the reaction product. (7) Given the reactants Br[CH2:2][C:3]([C:5]1[CH:10]=[CH:9][C:8]([Cl:11])=[C:7]([N+:12]([O-:14])=[O:13])[CH:6]=1)=O.[C:15]([NH2:18])(=[S:17])[CH3:16], predict the reaction product. The product is: [Cl:11][C:8]1[CH:9]=[CH:10][C:5]([C:3]2[N:18]=[C:15]([CH3:16])[S:17][CH:2]=2)=[CH:6][C:7]=1[N+:12]([O-:14])=[O:13].